Task: Predict the product of the given reaction.. Dataset: Forward reaction prediction with 1.9M reactions from USPTO patents (1976-2016) (1) Given the reactants [CH3:1][O:2][C:3](=[O:20])[C:4]([C:12]1[CH:17]=[CH:16][C:15]([Cl:18])=[C:14]([Cl:19])[CH:13]=1)([CH3:11])[CH2:5][CH:6](OC)[O:7]C.Cl, predict the reaction product. The product is: [CH3:1][O:2][C:3](=[O:20])[C:4]([C:12]1[CH:17]=[CH:16][C:15]([Cl:18])=[C:14]([Cl:19])[CH:13]=1)([CH3:11])[CH2:5][CH:6]=[O:7]. (2) Given the reactants Cl[C:2]1[CH:10]=[CH:9][C:8]([B:11]2[O:15][C:14]([CH3:17])([CH3:16])[C:13]([CH3:19])([CH3:18])[O:12]2)=[C:7]2[C:3]=1[C:4]([NH2:21])=[N:5][N:6]2[CH3:20].Br[C:23]1C=CC=C2C=1N(C)N=C2NC, predict the reaction product. The product is: [CH3:23][NH:21][C:4]1[C:3]2[C:7](=[C:8]([B:11]3[O:15][C:14]([CH3:17])([CH3:16])[C:13]([CH3:19])([CH3:18])[O:12]3)[CH:9]=[CH:10][CH:2]=2)[N:6]([CH3:20])[N:5]=1.